Dataset: Catalyst prediction with 721,799 reactions and 888 catalyst types from USPTO. Task: Predict which catalyst facilitates the given reaction. (1) Product: [Cl:29][C:30]1[CH:31]=[C:32]([C:33]2[N:35]=[C:9]([C:8]3[CH:7]=[CH:6][C:5]([S:1]([NH2:2])(=[O:3])=[O:4])=[CH:13][CH:12]=3)[O:11][N:34]=2)[CH:37]=[CH:38][C:39]=1[O:40][CH:41]([CH3:43])[CH3:42]. The catalyst class is: 3. Reactant: [S:1]([C:5]1[CH:13]=[CH:12][C:8]([C:9]([OH:11])=O)=[CH:7][CH:6]=1)(=[O:4])(=[O:3])[NH2:2].C(Cl)CCl.C1C=C2N=NN(O)C2=CC=1.O.[Cl:29][C:30]1[CH:31]=[C:32]([CH:37]=[CH:38][C:39]=1[O:40][CH:41]([CH3:43])[CH3:42])/[C:33](=[N:35]/O)/[NH2:34]. (2) Reactant: [Cl:1][C:2]1[C:6]([CH3:7])=[CH:5][N:4]([C:8]2[CH:9]=[N:10][CH:11]=[CH:12][CH:13]=2)[N:3]=1.[Mn]([O-])(=O)(=O)=[O:15].[Na+].[OH2:20]. Product: [Cl:1][C:2]1[C:6]([C:7]([OH:15])=[O:20])=[CH:5][N:4]([C:8]2[CH:9]=[N:10][CH:11]=[CH:12][CH:13]=2)[N:3]=1. The catalyst class is: 107. (3) Reactant: [CH3:1][C@@H:2]1[C:8]2[CH:9]=[C:10]([C:13]([O:15][CH2:16][CH3:17])=[O:14])[CH:11]=[CH:12][C:7]=2[O:6][CH2:5][CH2:4][N:3]1C(OC(C)(C)C)=O.C(O)(C(F)(F)F)=O. Product: [CH3:1][C@@H:2]1[C:8]2[CH:9]=[C:10]([C:13]([O:15][CH2:16][CH3:17])=[O:14])[CH:11]=[CH:12][C:7]=2[O:6][CH2:5][CH2:4][NH:3]1. The catalyst class is: 2. (4) Reactant: [NH2:1][C:2]1[CH:9]=[CH:8][C:7]([Cl:10])=[CH:6][C:3]=1[CH:4]=[O:5].CCN(CC)CC.[O:18](S(C(F)(F)F)(=O)=O)[S:19]([C:22]([F:25])([F:24])[F:23])(=O)=[O:20]. Product: [Cl:10][C:7]1[CH:8]=[CH:9][C:2]([NH:1][S:19]([C:22]([F:25])([F:24])[F:23])(=[O:20])=[O:18])=[C:3]([CH:4]=[O:5])[CH:6]=1. The catalyst class is: 4. (5) Reactant: [Cl:1][C:2]1[CH:3]=[C:4]([NH:16][C:17]2[C:26]3[C:25]([OH:27])=[CH:24][CH:23]=[CH:22][C:21]=3[N:20]=[CH:19][N:18]=2)[CH:5]=[CH:6][C:7]=1[O:8][CH2:9][C:10]1[CH:15]=[CH:14][CH:13]=[CH:12][N:11]=1.Cl[CH2:29][C:30]([NH:32][CH2:33][CH2:34][N:35]1[CH2:40][CH2:39][O:38][CH2:37][CH2:36]1)=[O:31].C(=O)([O-])[O-].[K+].[K+].[I-].[K+]. Product: [Cl:1][C:2]1[CH:3]=[C:4]([NH:16][C:17]2[C:26]3[C:21](=[CH:22][CH:23]=[CH:24][C:25]=3[O:27][CH2:29][C:30]([NH:32][CH2:33][CH2:34][N:35]3[CH2:36][CH2:37][O:38][CH2:39][CH2:40]3)=[O:31])[N:20]=[CH:19][N:18]=2)[CH:5]=[CH:6][C:7]=1[O:8][CH2:9][C:10]1[CH:15]=[CH:14][CH:13]=[CH:12][N:11]=1. The catalyst class is: 44. (6) Reactant: [CH3:1][C@@H:2]1[NH:7][C@H:6]([CH3:8])[CH2:5][N:4]([S:9]([C:12]2[CH:21]=[CH:20][C:19]3[C:14](=[CH:15][CH:16]=[CH:17][CH:18]=3)[CH:13]=2)(=[O:11])=[O:10])[CH2:3]1.C([O-])([O-])=O.[K+].[K+].[O:28]([CH2:35][C:36](Cl)=[O:37])[C:29]1[CH:34]=[CH:33][CH:32]=[CH:31][CH:30]=1. Product: [CH3:8][C@H:6]1[CH2:5][N:4]([S:9]([C:12]2[CH:21]=[CH:20][C:19]3[C:14](=[CH:15][CH:16]=[CH:17][CH:18]=3)[CH:13]=2)(=[O:11])=[O:10])[CH2:3][C@@H:2]([CH3:1])[N:7]1[C:36](=[O:37])[CH2:35][O:28][C:29]1[CH:34]=[CH:33][CH:32]=[CH:31][CH:30]=1. The catalyst class is: 10. (7) Reactant: [CH:1]1([S:4]([C:7]2[CH:12]=[CH:11][C:10]([CH:13]([C:21]3[NH:25][C:24]([C:26]4[N:31]=[CH:30][C:29]([CH:32]([C:38](OCC)=[O:39])[C:33](OCC)=[O:34])=[CH:28][CH:27]=4)=[CH:23][CH:22]=3)[CH2:14][CH:15]3[CH2:20][CH2:19][O:18][CH2:17][CH2:16]3)=[CH:9][CH:8]=2)(=[O:6])=[O:5])[CH2:3][CH2:2]1.[H-].[Al+3].[Li+].[H-].[H-].[H-]. Product: [CH:1]1([S:4]([C:7]2[CH:8]=[CH:9][C:10]([CH:13]([C:21]3[NH:25][C:24]([C:26]4[N:31]=[CH:30][C:29]([CH:32]([CH2:33][OH:34])[CH2:38][OH:39])=[CH:28][CH:27]=4)=[CH:23][CH:22]=3)[CH2:14][CH:15]3[CH2:20][CH2:19][O:18][CH2:17][CH2:16]3)=[CH:11][CH:12]=2)(=[O:6])=[O:5])[CH2:3][CH2:2]1. The catalyst class is: 7.